Regression. Given a peptide amino acid sequence and an MHC pseudo amino acid sequence, predict their binding affinity value. This is MHC class I binding data. From a dataset of Peptide-MHC class I binding affinity with 185,985 pairs from IEDB/IMGT. (1) The peptide sequence is WPLNEAIMAV. The MHC is HLA-B51:01 with pseudo-sequence HLA-B51:01. The binding affinity (normalized) is 0.431. (2) The peptide sequence is TEDDWITYI. The MHC is HLA-B15:17 with pseudo-sequence HLA-B15:17. The binding affinity (normalized) is 0.0847. (3) The MHC is HLA-A69:01 with pseudo-sequence HLA-A69:01. The binding affinity (normalized) is 0.0847. The peptide sequence is FHAPPPSVC.